This data is from Full USPTO retrosynthesis dataset with 1.9M reactions from patents (1976-2016). The task is: Predict the reactants needed to synthesize the given product. (1) Given the product [Cl:1][CH2:2][CH2:3][CH2:4][S:5]([C:6]1[CH:15]=[CH:14][C:9]([C:10]([O:12][CH3:13])=[O:11])=[CH:8][CH:7]=1)(=[O:17])=[O:16], predict the reactants needed to synthesize it. The reactants are: [Cl:1][CH2:2][CH2:3][CH2:4][S:5][C:6]1[CH:15]=[CH:14][C:9]([C:10]([O:12][CH3:13])=[O:11])=[CH:8][CH:7]=1.[OH2:16].[OH:17]OS([O-])=O.[K+]. (2) Given the product [CH3:27][N:25]1[CH:26]=[C:22]2[C:23]([C:28](=[O:29])[NH:1][CH2:2][CH2:3][CH2:4][C:5]#[C:6][CH2:7][N:8]3[CH:12]=[C:11]([C:13]4[N:18]=[C:17]([C:19](=[O:20])[NH:21]2)[CH:16]=[CH:15][CH:14]=4)[CH:10]=[N:9]3)=[N:24]1, predict the reactants needed to synthesize it. The reactants are: [NH2:1][CH2:2][CH2:3][CH2:4][C:5]#[C:6][CH2:7][N:8]1[CH:12]=[C:11]([C:13]2[N:18]=[C:17]([C:19]([NH:21][C:22]3[C:23]([C:28]([O-])=[O:29])=[N:24][N:25]([CH3:27])[CH:26]=3)=[O:20])[CH:16]=[CH:15][CH:14]=2)[CH:10]=[N:9]1.[Li+].F[P-](F)(F)(F)(F)F.N1(O[P+](N(C)C)(N(C)C)N(C)C)C2C=CC=CC=2N=N1.C(N(C(C)C)C(C)C)C. (3) Given the product [C:3]([OH:2])(=[O:32])/[CH:11]=[CH:10]/[C:12]([OH:14])=[O:15].[CH3:1][O:2][C:3]1[C:4]2[CH:20]([C:21]3[CH:26]=[CH:25][CH:24]=[CH:23][CH:22]=3)[CH2:19][CH2:18][N:29]([CH3:28])[CH2:6][C:5]=2[CH:9]=[CH:10][CH:11]=1, predict the reactants needed to synthesize it. The reactants are: [CH3:1][O:2][C:3]1[CH:4]=[C:5]([CH:9]=[CH:10][CH:11]=1)[CH2:6]CN.[C:12](=[O:15])([O-:14])[O-].[Cs+].[Cs+].[CH2:18](Br)[CH:19]=[CH:20][C:21]1[CH:26]=[CH:25][CH:24]=[CH:23][CH:22]=1.[CH3:28][N:29](C=[O:32])C. (4) Given the product [CH:16]([OH:18])=[O:17].[S:7]1[C:2]2[CH:3]=[CH:4][C:5]([CH:15]([N:19]3[CH2:20][CH2:21][N:22]([CH3:25])[CH2:23][CH2:24]3)[C:16]([NH:35][NH:34][C:29]3[CH:28]=[C:27]([Cl:26])[CH:32]=[C:31]([Cl:33])[CH:30]=3)=[O:18])=[CH:6][C:10]=2[CH:9]=[CH:8]1, predict the reactants needed to synthesize it. The reactants are: Cl.[CH:2]1[C:10]2[C:9]3C=CC=C[C:8]=3[S:7][C:6]=2[C:5]([CH:15]([N:19]2[CH2:24][CH2:23][N:22]([CH3:25])[CH2:21][CH2:20]2)[C:16]([OH:18])=[O:17])=[CH:4][CH:3]=1.[Cl:26][C:27]1[CH:28]=[C:29]([NH:34][NH2:35])[CH:30]=[C:31]([Cl:33])[CH:32]=1.